From a dataset of Catalyst prediction with 721,799 reactions and 888 catalyst types from USPTO. Predict which catalyst facilitates the given reaction. (1) Reactant: [CH3:1][N:2]1[C@@:6]2([CH2:14][C:13]3[C:8](=[CH:9][CH:10]=[C:11]([NH:15][C:16](=[O:30])[CH2:17][NH:18][CH2:19][C:20]4[CH:29]=[CH:28][C:27]5[C:22](=[CH:23][CH:24]=[CH:25][CH:26]=5)[CH:21]=4)[CH:12]=3)[CH2:7]2)[C:5](=[O:31])[NH:4][C:3]1=[O:32].[Cl:33][CH2:34][C:35]([CH3:40])([CH3:39])[C:36](Cl)=[O:37].C(N(CC)CC)C. Product: [Cl:33][CH2:34][C:35]([CH3:40])([CH3:39])[C:36]([N:18]([CH2:17][C:16]([NH:15][C:11]1[CH:12]=[C:13]2[C:8](=[CH:9][CH:10]=1)[CH2:7][C@@:6]1([C:5](=[O:31])[NH:4][C:3](=[O:32])[N:2]1[CH3:1])[CH2:14]2)=[O:30])[CH2:19][C:20]1[CH:29]=[CH:28][C:27]2[C:22](=[CH:23][CH:24]=[CH:25][CH:26]=2)[CH:21]=1)=[O:37]. The catalyst class is: 2. (2) Reactant: FC(F)(F)C(O)=O.[CH3:8][O:9][C:10]([C:12]1[N:13]([C:17]([C:24]([O:26]C(C)(C)C)=[O:25])([CH3:23])[CH2:18][CH2:19][CH:20]([CH3:22])[CH3:21])[CH:14]=[CH:15][CH:16]=1)=[O:11].C1(C)C=CC=CC=1. Product: [CH3:8][O:9][C:10]([C:12]1[N:13]([C:17]([C:24]([OH:26])=[O:25])([CH3:23])[CH2:18][CH2:19][CH:20]([CH3:22])[CH3:21])[CH:14]=[CH:15][CH:16]=1)=[O:11]. The catalyst class is: 4. (3) Reactant: [Cl:1][C:2]1[CH:7]=[CH:6][C:5]([C:8]2[O:12][C:11]([CH:13]=O)=[CH:10][CH:9]=2)=[CH:4][CH:3]=1.[S:15]1[CH2:21][C:19](=[O:20])[N:18]([CH2:22][C:23]([OH:25])=[O:24])[C:16]1=[S:17].C([O-])(=O)C.[Na+]. Product: [Cl:1][C:2]1[CH:3]=[CH:4][C:5]([C:8]2[O:12][C:11](/[CH:13]=[C:21]3/[C:19](=[O:20])[N:18]([CH2:22][C:23]([OH:25])=[O:24])[C:16](=[S:17])[S:15]/3)=[CH:10][CH:9]=2)=[CH:6][CH:7]=1. The catalyst class is: 15. (4) Reactant: Cl.[N:2]1([NH2:8])[CH2:7][CH2:6][CH2:5][CH2:4][CH2:3]1.C[Al](C)C.[Cl:13][C:14]1[CH:19]=[CH:18][C:17]([C:20]2[N:25]=[C:24]([C:26](OCC)=[O:27])[C:23]([CH2:31][N:32]3[N:36]=[N:35][CH:34]=[N:33]3)=[N:22][C:21]=2[C:37]2[CH:42]=[CH:41][C:40]([CH3:43])=[CH:39][CH:38]=2)=[CH:16][CH:15]=1. Product: [Cl:13][C:14]1[CH:19]=[CH:18][C:17]([C:20]2[N:25]=[C:24]([C:26]([NH:8][N:2]3[CH2:7][CH2:6][CH2:5][CH2:4][CH2:3]3)=[O:27])[C:23]([CH2:31][N:32]3[N:36]=[N:35][CH:34]=[N:33]3)=[N:22][C:21]=2[C:37]2[CH:38]=[CH:39][C:40]([CH3:43])=[CH:41][CH:42]=2)=[CH:16][CH:15]=1. The catalyst class is: 4. (5) Reactant: [CH:1](=O)[CH2:2][CH2:3][CH3:4].C([BH3-])#N.[Na+].[CH3:10][N:11]([CH3:28])[C:12]1([C:22]2[S:23][C:24]([CH3:27])=[CH:25][CH:26]=2)[CH2:21][CH2:20][C:15]2([CH2:19][CH2:18][NH:17][CH2:16]2)[CH2:14][CH2:13]1.C(=O)(O)[O-].[K+]. Product: [CH2:1]([N:17]1[CH2:16][C:15]2([CH2:20][CH2:21][C:12]([N:11]([CH3:10])[CH3:28])([C:22]3[S:23][C:24]([CH3:27])=[CH:25][CH:26]=3)[CH2:13][CH2:14]2)[CH2:19][CH2:18]1)[CH2:2][CH2:3][CH3:4]. The catalyst class is: 130. (6) Product: [CH3:32][C:23]1[C:24]2[CH2:25][O:26][C:27](=[O:31])[C:28]=2[CH:29]=[CH:30][C:22]=1[C@@H:2]([NH:1][C:41](=[O:42])[O:43][CH3:44])[CH2:3][N:4]1[CH2:5][CH2:6][C:7]2([C:11](=[O:12])[N:10]([C:13]3[CH2:14][O:15][C:16](=[O:19])[C:17]=3[CH3:18])[CH2:9][CH2:8]2)[CH2:20][CH2:21]1. Reactant: [NH2:1][C@H:2]([C:22]1[C:23]([CH3:32])=[C:24]2[C:28](=[CH:29][CH:30]=1)[C:27](=[O:31])[O:26][CH2:25]2)[CH2:3][N:4]1[CH2:21][CH2:20][C:7]2([C:11](=[O:12])[N:10]([C:13]3[CH2:14][O:15][C:16](=[O:19])[C:17]=3[CH3:18])[CH2:9][CH2:8]2)[CH2:6][CH2:5]1.C(N(CC)CC)C.Cl[C:41]([O:43][CH3:44])=[O:42]. The catalyst class is: 4.